Dataset: Forward reaction prediction with 1.9M reactions from USPTO patents (1976-2016). Task: Predict the product of the given reaction. (1) The product is: [C:1]([C:5]1[CH:22]=[CH:21][C:8]([C:9]2[O:10][C:18](=[O:19])[C:13]3[CH:14]=[N:15][CH:16]=[CH:17][C:12]=3[N:11]=2)=[C:7]([O:23][CH:24]2[CH2:29][CH2:28][N:27]([C:30]([O:32][C:33]([CH3:35])([CH3:34])[CH3:36])=[O:31])[CH2:26][CH2:25]2)[CH:6]=1)([CH3:3])([CH3:4])[CH3:2]. Given the reactants [C:1]([C:5]1[CH:22]=[CH:21][C:8]([C:9]([NH:11][C:12]2[CH:17]=[CH:16][N:15]=[CH:14][C:13]=2[C:18](O)=[O:19])=[O:10])=[C:7]([O:23][CH:24]2[CH2:29][CH2:28][N:27]([C:30]([O:32][C:33]([CH3:36])([CH3:35])[CH3:34])=[O:31])[CH2:26][CH2:25]2)[CH:6]=1)([CH3:4])([CH3:3])[CH3:2].Cl.CN(C)CCCN=C=NCC, predict the reaction product. (2) Given the reactants [S:1]1(=[O:7])(=[O:6])[CH2:5][CH2:4][CH2:3][NH:2]1.Br[C:9]1[CH:10]=[CH:11][C:12]([C:15]([N:17]2[CH2:22][CH2:21][N:20]([C:23]3[C:28]([CH3:29])=[CH:27][C:26]([CH3:30])=[CH:25][N:24]=3)[CH2:19][CH2:18]2)=[O:16])=[N:13][CH:14]=1, predict the reaction product. The product is: [CH3:29][C:28]1[C:23]([N:20]2[CH2:21][CH2:22][N:17]([C:15]([C:12]3[CH:11]=[CH:10][C:9]([N:2]4[CH2:3][CH2:4][CH2:5][S:1]4(=[O:7])=[O:6])=[CH:14][N:13]=3)=[O:16])[CH2:18][CH2:19]2)=[N:24][CH:25]=[C:26]([CH3:30])[CH:27]=1. (3) Given the reactants [NH2:1][C:2]([NH2:29])=[N:3][C:4]([C:6]1[CH:18]=[CH:17][C:16]2[C:15]3[C:10](=[CH:11][CH:12]=[CH:13][CH:14]=3)[N:9]([CH2:19][CH2:20][O:21]CC3C=CC=CC=3)[C:8]=2[CH:7]=1)=[O:5].C1COCC1.Cl.[OH-].[Na+], predict the reaction product. The product is: [NH2:29][C:2]([NH2:1])=[N:3][C:4]([C:6]1[CH:18]=[CH:17][C:16]2[C:15]3[C:10](=[CH:11][CH:12]=[CH:13][CH:14]=3)[N:9]([CH2:19][CH2:20][OH:21])[C:8]=2[CH:7]=1)=[O:5]. (4) Given the reactants [Br:1][C:2]1[CH:11]=[C:10]2[C:5]([CH2:6][CH2:7][N:8]([C:17](=[O:42])[C:18]([N:20]([CH2:24][CH2:25][N:26]([C:35]([O:37][C:38]([CH3:41])([CH3:40])[CH3:39])=[O:36])[CH2:27][C:28]#[C:29][C:30]3[S:31][CH:32]=[CH:33][CH:34]=3)[CH:21]([CH3:23])[CH3:22])=[O:19])[CH:9]2[C:12]([O:14]CC)=[O:13])=[CH:4][C:3]=1[O:43][CH3:44].[OH-].[K+].Cl, predict the reaction product. The product is: [Br:1][C:2]1[CH:11]=[C:10]2[C:5]([CH2:6][CH2:7][N:8]([C:17](=[O:42])[C:18]([N:20]([CH2:24][CH2:25][N:26]([C:35]([O:37][C:38]([CH3:40])([CH3:39])[CH3:41])=[O:36])[CH2:27][C:28]#[C:29][C:30]3[S:31][CH:32]=[CH:33][CH:34]=3)[CH:21]([CH3:22])[CH3:23])=[O:19])[CH:9]2[C:12]([OH:14])=[O:13])=[CH:4][C:3]=1[O:43][CH3:44]. (5) Given the reactants [Cl-].O[NH3+:3].[C:4](=[O:7])([O-])[OH:5].[Na+].CS(C)=O.[CH2:13]([C:15]1[S:52][C:18]2[N:19]([CH2:36][C:37]3[CH:42]=[CH:41][C:40]([C:43]4[C:44]([C:50]#[N:51])=[C:45]([F:49])[CH:46]=[CH:47][CH:48]=4)=[CH:39][CH:38]=3)[C:20](=[O:35])[N:21]([CH2:24][C:25]([C:27]3[CH:32]=[CH:31][C:30]([O:33][CH3:34])=[CH:29][CH:28]=3)=[O:26])[C:22](=[O:23])[C:17]=2[CH:16]=1)[CH3:14], predict the reaction product. The product is: [CH2:13]([C:15]1[S:52][C:18]2[N:19]([CH2:36][C:37]3[CH:42]=[CH:41][C:40]([C:43]4[CH:48]=[CH:47][CH:46]=[C:45]([F:49])[C:44]=4[C:50]4[NH:3][C:4](=[O:7])[O:5][N:51]=4)=[CH:39][CH:38]=3)[C:20](=[O:35])[N:21]([CH2:24][C:25]([C:27]3[CH:28]=[CH:29][C:30]([O:33][CH3:34])=[CH:31][CH:32]=3)=[O:26])[C:22](=[O:23])[C:17]=2[CH:16]=1)[CH3:14]. (6) Given the reactants [C:1](OC(=O)C)(=[O:3])[CH3:2].[C:8]([C:12]1[CH:17]=[CH:16][C:15](/[C:18](/[C:22]2[CH:27]=[CH:26][C:25]([Cl:28])=[C:24]([O:29][CH3:30])[N:23]=2)=[CH:19]\[CH2:20][NH2:21])=[CH:14][CH:13]=1)([CH3:11])([CH3:10])[CH3:9].Cl, predict the reaction product. The product is: [C:8]([C:12]1[CH:17]=[CH:16][C:15](/[C:18](/[C:22]2[CH:27]=[CH:26][C:25]([Cl:28])=[C:24]([O:29][CH3:30])[N:23]=2)=[CH:19]\[CH2:20][NH:21][C:1](=[O:3])[CH3:2])=[CH:14][CH:13]=1)([CH3:11])([CH3:9])[CH3:10]. (7) Given the reactants [C:1]1([N:7]2[C:25](=[O:26])[C:10]3=[CH:11][NH:12][C:13]4[CH:14]=[C:15]([N:19]5[CH2:24][CH2:23][NH:22][CH2:21][CH2:20]5)[CH:16]=[CH:17][C:18]=4[C:9]3=[N:8]2)[CH:6]=[CH:5][CH:4]=[CH:3][CH:2]=1.NC1C=CC2C3C(C(=O)N(C4C=C[C:44]([O:47]C)=CC=4)N=3)=CNC=2C=1, predict the reaction product. The product is: [CH3:44][O:47][C:4]1[CH:5]=[CH:6][C:1]([N:7]2[C:25](=[O:26])[C:10]3=[CH:11][NH:12][C:13]4[CH:14]=[C:15]([N:19]5[CH2:20][CH2:21][NH:22][CH2:23][CH2:24]5)[CH:16]=[CH:17][C:18]=4[C:9]3=[N:8]2)=[CH:2][CH:3]=1. (8) Given the reactants [N+:1]([C:4]1[CH:9]=[CH:8][C:7]([CH2:10][CH2:11][C:12]([C:14]2[CH:19]=[CH:18][CH:17]=[CH:16][CH:15]=2)=[O:13])=[CH:6][CH:5]=1)([O-:3])=[O:2].[Br-:20], predict the reaction product. The product is: [Br:20][CH:11]([CH2:10][C:7]1[CH:6]=[CH:5][C:4]([N+:1]([O-:3])=[O:2])=[CH:9][CH:8]=1)[C:12]([C:14]1[CH:15]=[CH:16][CH:17]=[CH:18][CH:19]=1)=[O:13].